Dataset: Full USPTO retrosynthesis dataset with 1.9M reactions from patents (1976-2016). Task: Predict the reactants needed to synthesize the given product. (1) Given the product [Br:8][C:9]1[CH:10]=[C:11]2[C:16](=[CH:17][CH:18]=1)[N:15]=[C:14]([NH:20][C:21]1[CH:26]=[CH:25][CH:24]=[CH:23][CH:22]=1)[N:13]=[CH:12]2, predict the reactants needed to synthesize it. The reactants are: FC(F)(F)C(O)=O.[Br:8][C:9]1[CH:10]=[C:11]2[C:16](=[CH:17][CH:18]=1)[N:15]=[C:14](I)[N:13]=[CH:12]2.[NH2:20][C:21]1[CH:26]=[CH:25][CH:24]=[CH:23][CH:22]=1. (2) Given the product [CH2:12]([O:11][P:10]([CH2:4][C:3]1[CH:6]=[CH:7][CH:8]=[CH:9][C:2]=1[Br:1])(=[O:17])[O:14][CH2:15][CH3:16])[CH3:13], predict the reactants needed to synthesize it. The reactants are: [Br:1][C:2]1[CH:9]=[CH:8][CH:7]=[CH:6][C:3]=1[CH2:4]Br.[P:10]([O:17]CC)([O:14][CH2:15][CH3:16])[O:11][CH2:12][CH3:13].